From a dataset of Full USPTO retrosynthesis dataset with 1.9M reactions from patents (1976-2016). Predict the reactants needed to synthesize the given product. (1) The reactants are: [CH2:1]([NH:4][C:5]1[N:10]=[C:9]([NH:11][CH2:12][CH2:13][CH3:14])[N:8]=[C:7]([N:15](C)[O:16][CH3:17])[N:6]=1)[CH2:2][CH3:3].Cl.[CH2:20](ON)[CH:21]=C.[OH-].[Na+]. Given the product [CH2:17]([O:16][NH:15][C:7]1[N:6]=[C:5]([NH:4][CH2:1][CH2:2][CH3:3])[N:10]=[C:9]([NH:11][CH2:12][CH2:13][CH3:14])[N:8]=1)[CH:20]=[CH2:21], predict the reactants needed to synthesize it. (2) The reactants are: [CH3:1][C:2]1[CH:7]=[CH:6][C:5]([C:8]([C:10]2[NH:18][C:13]3=[CH:14][N:15]=[CH:16][CH:17]=[C:12]3[CH:11]=2)=O)=[CH:4][CH:3]=1.[C:19]([O:23][C:24](=[O:30])[NH:25][CH2:26][CH2:27][O:28][NH2:29])([CH3:22])([CH3:21])[CH3:20].Cl. Given the product [CH3:1][C:2]1[CH:7]=[CH:6][C:5]([C:8](=[N:29][O:28][CH2:27][CH2:26][NH:25][C:24](=[O:30])[O:23][C:19]([CH3:21])([CH3:20])[CH3:22])[C:10]2[NH:18][C:13]3=[CH:14][N:15]=[CH:16][CH:17]=[C:12]3[CH:11]=2)=[CH:4][CH:3]=1, predict the reactants needed to synthesize it.